The task is: Predict the reaction yield, written as a fraction of the theoretical maximum amount of product (1.0 means a 100% yield; for example, 0.34 means a 34% yield).. This data is from Reaction yield outcomes from USPTO patents with 853,638 reactions. The reactants are [C:1]1([C:7]2[CH:14]=[CH:13][C:10]([CH2:11][NH2:12])=[CH:9][CH:8]=2)[CH:6]=[CH:5][CH:4]=[CH:3][CH:2]=1.F[C:16]1[CH:24]=[N:23][CH:22]=[CH:21][C:17]=1[C:18]([OH:20])=[O:19]. No catalyst specified. The product is [C:7]1([C:1]2[CH:2]=[CH:3][CH:4]=[CH:5][CH:6]=2)[CH:8]=[CH:9][C:10]([CH2:11][NH:12][C:21]2[CH:22]=[N:23][CH:24]=[CH:16][C:17]=2[C:18]([OH:20])=[O:19])=[CH:13][CH:14]=1. The yield is 0.360.